From a dataset of NCI-60 drug combinations with 297,098 pairs across 59 cell lines. Regression. Given two drug SMILES strings and cell line genomic features, predict the synergy score measuring deviation from expected non-interaction effect. (1) Drug 1: C1=CC(=C2C(=C1NCCNCCO)C(=O)C3=C(C=CC(=C3C2=O)O)O)NCCNCCO. Drug 2: CC(C1=C(C=CC(=C1Cl)F)Cl)OC2=C(N=CC(=C2)C3=CN(N=C3)C4CCNCC4)N. Cell line: PC-3. Synergy scores: CSS=33.4, Synergy_ZIP=8.08, Synergy_Bliss=9.10, Synergy_Loewe=5.08, Synergy_HSA=11.4. (2) Drug 1: CS(=O)(=O)CCNCC1=CC=C(O1)C2=CC3=C(C=C2)N=CN=C3NC4=CC(=C(C=C4)OCC5=CC(=CC=C5)F)Cl. Drug 2: CCC1(C2=C(COC1=O)C(=O)N3CC4=CC5=C(C=CC(=C5CN(C)C)O)N=C4C3=C2)O.Cl. Cell line: NCIH23. Synergy scores: CSS=42.1, Synergy_ZIP=-8.52, Synergy_Bliss=-2.29, Synergy_Loewe=-3.00, Synergy_HSA=-2.67. (3) Drug 1: CC1C(C(CC(O1)OC2CC(OC(C2O)C)OC3=CC4=CC5=C(C(=O)C(C(C5)C(C(=O)C(C(C)O)O)OC)OC6CC(C(C(O6)C)O)OC7CC(C(C(O7)C)O)OC8CC(C(C(O8)C)O)(C)O)C(=C4C(=C3C)O)O)O)O. Drug 2: CC(C)(C#N)C1=CC(=CC(=C1)CN2C=NC=N2)C(C)(C)C#N. Cell line: K-562. Synergy scores: CSS=28.5, Synergy_ZIP=6.51, Synergy_Bliss=11.2, Synergy_Loewe=-0.740, Synergy_HSA=-0.218.